Task: Predict the reactants needed to synthesize the given product.. Dataset: Full USPTO retrosynthesis dataset with 1.9M reactions from patents (1976-2016) (1) Given the product [CH3:29][N:30]([CH3:31])[C:26]([C:23]1[CH:24]=[CH:25][C:17]2[C@@H:16]3[C@H:21]([CH2:20][CH2:19][C:18]=2[CH:22]=1)[N:12]([C:10]([C:8]1[CH:7]=[CH:6][C:5]2[NH:1][CH:2]=[N:3][C:4]=2[CH:9]=1)=[O:11])[CH2:13][CH2:14][CH2:15]3)=[O:28], predict the reactants needed to synthesize it. The reactants are: [NH:1]1[C:5]2[CH:6]=[CH:7][C:8]([C:10]([N:12]3[C@@H:21]4[C@@H:16]([C:17]5[CH:25]=[CH:24][C:23]([C:26]([OH:28])=O)=[CH:22][C:18]=5[CH2:19][CH2:20]4)[CH2:15][CH2:14][CH2:13]3)=[O:11])=[CH:9][C:4]=2[N:3]=[CH:2]1.[CH3:29][NH:30][CH3:31]. (2) Given the product [F:12][C:3]1[C:2]([C:18]2[CH:17]=[CH:16][CH:15]=[C:14]([F:13])[CH:19]=2)=[CH:10][C:9]([CH3:11])=[CH:8][C:4]=1[C:5]([OH:7])=[O:6], predict the reactants needed to synthesize it. The reactants are: Br[C:2]1[C:3]([F:12])=[C:4]([CH:8]=[C:9]([CH3:11])[CH:10]=1)[C:5]([OH:7])=[O:6].[F:13][C:14]1[CH:15]=[C:16](B(O)O)[CH:17]=[CH:18][CH:19]=1.C([O-])([O-])=O.[K+].[K+].Cl. (3) Given the product [OH:14][C:11]1[CH:12]=[CH:13][C:8]([CH2:7][C@@H:5]([NH:6][C:23](=[O:39])[CH2:24][CH2:25][CH2:26][CH2:27][CH2:28][CH2:29][CH2:30][CH2:31][CH2:32][CH2:33][CH2:34][CH2:35][CH2:36][CH2:37][CH3:38])[C:4]([OH:3])=[O:15])=[CH:9][CH:10]=1, predict the reactants needed to synthesize it. The reactants are: Cl.C[O:3][C:4](=[O:15])[C@H:5]([CH2:7][C:8]1[CH:13]=[CH:12][C:11]([OH:14])=[CH:10][CH:9]=1)[NH2:6].C(N(CC)CC)C.[C:23](Cl)(=[O:39])[CH2:24][CH2:25][CH2:26][CH2:27][CH2:28][CH2:29][CH2:30][CH2:31][CH2:32][CH2:33][CH2:34][CH2:35][CH2:36][CH2:37][CH3:38]. (4) Given the product [NH2:25][C:8]1[N:7]=[C:6]([O:5][CH2:1][CH2:2][CH2:3][CH3:4])[N:14]=[C:13]2[C:9]=1[NH:10][C:11](=[O:23])[N:12]2[CH2:15][CH2:16][CH:17]1[CH2:22][CH2:21][CH2:20][N:19]([CH:27]2[CH2:31][CH2:30][CH2:29][CH2:28]2)[CH2:18]1, predict the reactants needed to synthesize it. The reactants are: [CH2:1]([O:5][C:6]1[N:14]=[C:13]2[C:9]([N:10]=[C:11]([O:23]C)[N:12]2[CH2:15][CH2:16][CH:17]2[CH2:22][CH2:21][CH2:20][NH:19][CH2:18]2)=[C:8]([NH2:25])[N:7]=1)[CH2:2][CH2:3][CH3:4].I[CH:27]1[CH2:31][CH2:30][CH2:29][CH2:28]1.